This data is from Merck oncology drug combination screen with 23,052 pairs across 39 cell lines. The task is: Regression. Given two drug SMILES strings and cell line genomic features, predict the synergy score measuring deviation from expected non-interaction effect. Drug 1: N#Cc1ccc(Cn2cncc2CN2CCN(c3cccc(Cl)c3)C(=O)C2)cc1. Drug 2: O=C(O)C1(Cc2cccc(Nc3nccs3)n2)CCC(Oc2cccc(Cl)c2F)CC1. Cell line: RKO. Synergy scores: synergy=18.5.